Predict the reactants needed to synthesize the given product. From a dataset of Full USPTO retrosynthesis dataset with 1.9M reactions from patents (1976-2016). (1) Given the product [C:1]([NH:5][S:6]([C:9]1[CH:14]=[CH:13][C:12]([N:15]2[C:19]([CH2:20][CH:21]3[CH2:26][CH2:25][CH2:24][CH2:23][CH2:22]3)=[C:18]([CH3:27])[C:17]([C:28]([NH:15][CH2:12][CH2:11][C:10]([CH3:35])([CH3:9])[C:41]([OH:42])=[O:39])=[O:29])=[C:16]2[C:33]#[N:34])=[CH:11][C:10]=1[C:35]([F:37])([F:38])[F:36])(=[O:8])=[O:7])([CH3:2])([CH3:4])[CH3:3], predict the reactants needed to synthesize it. The reactants are: [C:1]([NH:5][S:6]([C:9]1[CH:14]=[CH:13][C:12]([N:15]2[C:19]([CH2:20][CH:21]3[CH2:26][CH2:25][CH2:24][CH2:23][CH2:22]3)=[C:18]([CH3:27])[C:17]([C:28](OCC)=[O:29])=[C:16]2[C:33]#[N:34])=[CH:11][C:10]=1[C:35]([F:38])([F:37])[F:36])(=[O:8])=[O:7])([CH3:4])([CH3:3])[CH3:2].[OH-:39].[K+].[CH3:41][OH:42]. (2) Given the product [OH:3][C:1]([C:4]1[C:5]2[N:6]([C:10]([C:13]3[C:18]([C:19]#[N:20])=[CH:17][N:16]=[C:15]([S:21][CH3:22])[N:14]=3)=[CH:11][N:12]=2)[CH:7]=[CH:8][CH:9]=1)([CH3:23])[CH3:2], predict the reactants needed to synthesize it. The reactants are: [C:1]([C:4]1[C:5]2[N:6]([C:10]([C:13]3[C:18]([C:19]#[N:20])=[CH:17][N:16]=[C:15]([S:21][CH3:22])[N:14]=3)=[CH:11][N:12]=2)[CH:7]=[CH:8][CH:9]=1)(=[O:3])[CH3:2].[CH3:23][Mg]Br.[Cl-].[NH4+].